Dataset: Forward reaction prediction with 1.9M reactions from USPTO patents (1976-2016). Task: Predict the product of the given reaction. (1) The product is: [CH:1]1([CH2:6][C@@H:7]([C:8]([NH:41][NH:40][C:24]2[C:23]([F:22])=[C:28]([N:29]3[CH2:30][C:31]([CH3:38])([N:33]4[CH2:37][CH2:36][CH2:35][CH2:34]4)[CH2:32]3)[N:27]=[C:26]([CH3:39])[N:25]=2)=[O:10])[CH2:11][N:12]([O:13][CH:14]2[CH2:19][CH2:18][CH2:17][CH2:16][O:15]2)[CH:20]=[O:21])[CH2:2][CH2:3][CH2:4][CH2:5]1. Given the reactants [CH:1]1([CH2:6][C@H:7]([CH2:11][N:12]([CH:20]=[O:21])[O:13][CH:14]2[CH2:19][CH2:18][CH2:17][CH2:16][O:15]2)[C:8]([OH:10])=O)[CH2:5][CH2:4][CH2:3][CH2:2]1.[F:22][C:23]1[C:24]([NH:40][NH2:41])=[N:25][C:26]([CH3:39])=[N:27][C:28]=1[N:29]1[CH2:32][C:31]([CH3:38])([N:33]2[CH2:37][CH2:36][CH2:35][CH2:34]2)[CH2:30]1.C(Cl)CCl.C1C=NC2N(O)N=NC=2C=1.CN1CCOCC1, predict the reaction product. (2) The product is: [CH3:5][O:4][C:2]([NH:12][C:13]([CH3:18])([C:14]([OH:16])=[O:15])[CH3:17])=[O:3]. Given the reactants Cl[C:2]([O:4][CH3:5])=[O:3].C([O-])([O-])=O.[Na+].[Na+].[NH2:12][C:13]([CH3:18])([CH3:17])[C:14]([OH:16])=[O:15].[OH-].[Na+], predict the reaction product. (3) Given the reactants Br[C:2]1[CH:7]=[CH:6][C:5]([N:8]2[C:13]([CH3:14])=[CH:12][C:11](=[O:15])[N:10]=[C:9]2[CH2:16][C@@H:17]2[CH2:21][CH2:20][N:19]([C:22]([CH:24]3[CH2:26][CH2:25]3)=[O:23])[CH2:18]2)=[CH:4][CH:3]=1.Br[C:28]1[CH:33]=[CH:32][C:31]([N:34]2[C:39](=[O:40])[CH:38]=[C:37]([CH3:41])[N:36]=[C:35]2[CH2:42][C@@H:43]2[CH2:47][CH2:46][N:45]([C:48]([CH:50]3[CH2:52][CH2:51]3)=[O:49])[CH2:44]2)=[CH:30][CH:29]=1.CC1(C)C(C)(C)OB([C:61]2[CH:62]=[C:63]3[C:67](=[CH:68][CH:69]=2)[NH:66][CH:65]=[CH:64]3)O1.C(=O)([O-])[O-].[K+].[K+], predict the reaction product. The product is: [CH:24]1([C:22]([N:19]2[CH2:20][CH2:21][C@@H:17]([CH2:16][C:9]3[N:8]([C:5]4[CH:6]=[CH:7][C:2]([C:33]5[CH:32]=[C:31]6[C:30]([CH:38]=[CH:39][NH:34]6)=[CH:29][CH:28]=5)=[CH:3][CH:4]=4)[C:13]([CH3:14])=[CH:12][C:11](=[O:15])[N:10]=3)[CH2:18]2)=[O:23])[CH2:26][CH2:25]1.[CH:50]1([C:48]([N:45]2[CH2:46][CH2:47][C@@H:43]([CH2:42][C:35]3[N:34]([C:31]4[CH:32]=[CH:33][C:28]([C:69]5[CH:68]=[C:67]6[C:63]([CH:64]=[CH:65][NH:66]6)=[CH:62][CH:61]=5)=[CH:29][CH:30]=4)[C:39](=[O:40])[CH:38]=[C:37]([CH3:41])[N:36]=3)[CH2:44]2)=[O:49])[CH2:52][CH2:51]1. (4) Given the reactants [ClH:1].[CH2:2]([N:4]([CH2:35][CH3:36])[C:5]([CH:7]1[CH2:12][CH2:11][CH2:10][N:9]([CH2:13][C:14]2[CH:19]=[CH:18][CH:17]=[C:16]([NH:20][C:21]([NH:23][C:24]3[N:25]=[C:26]([C:29]4[CH:34]=[CH:33][N:32]=[CH:31][CH:30]=4)[S:27][CH:28]=3)=[O:22])[N:15]=2)[CH2:8]1)=[O:6])[CH3:3].CO, predict the reaction product. The product is: [ClH:1].[CH2:35]([N:4]([CH2:2][CH3:3])[C:5]([CH:7]1[CH2:12][CH2:11][CH2:10][N:9]([CH2:13][C:14]2[CH:19]=[CH:18][CH:17]=[C:16]([NH:20][C:21]([NH:23][C:24]3[N:25]=[C:26]([C:29]4[CH:30]=[CH:31][N:32]=[CH:33][CH:34]=4)[S:27][CH:28]=3)=[O:22])[N:15]=2)[CH2:8]1)=[O:6])[CH3:36]. (5) The product is: [Br:26][CH2:22][C:12]1[CH:13]=[C:14]2[C:9](=[CH:10][C:11]=1[Cl:23])[O:8][C:7](=[O:24])[C:6]([CH2:5][C:4]([OH:3])=[O:25])=[C:15]2[C:16]1[CH:21]=[CH:20][CH:19]=[CH:18][CH:17]=1. Given the reactants C([O:3][C:4](=[O:25])[CH2:5][C:6]1[C:7](=[O:24])[O:8][C:9]2[C:14]([C:15]=1[C:16]1[CH:21]=[CH:20][CH:19]=[CH:18][CH:17]=1)=[CH:13][C:12]([CH3:22])=[C:11]([Cl:23])[CH:10]=2)C.[Br:26]N1C(=O)CCC1=O.Cl, predict the reaction product.